Dataset: Reaction yield outcomes from USPTO patents with 853,638 reactions. Task: Predict the reaction yield, written as a fraction of the theoretical maximum amount of product (1.0 means a 100% yield; for example, 0.34 means a 34% yield). (1) The reactants are [Cl:1][C:2]1[CH:22]=[CH:21][CH:20]=[CH:19][C:3]=1[CH:4]([O:12][CH:13]1[CH2:18][CH2:17][NH:16][CH2:15][CH2:14]1)[C:5]1[CH:10]=[CH:9][C:8]([Cl:11])=[CH:7][CH:6]=1.C(=O)([O-])[O-].[C:27]([CH2:31][C:32](Cl)=[O:33])([CH3:30])([CH3:29])[CH3:28]. The catalyst is ClCCl. The product is [C:27]([CH2:31][C:32]([N:16]1[CH2:17][CH2:18][CH:13]([O:12][CH:4]([C:5]2[CH:6]=[CH:7][C:8]([Cl:11])=[CH:9][CH:10]=2)[C:3]2[CH:19]=[CH:20][CH:21]=[CH:22][C:2]=2[Cl:1])[CH2:14][CH2:15]1)=[O:33])([CH3:30])([CH3:29])[CH3:28]. The yield is 0.840. (2) The reactants are [NH2:1][C:2]1[CH:7]=[CH:6][CH:5]=[CH:4][C:3]=1[S:8]([NH2:11])(=[O:10])=[O:9].C(N(CC)CC)C.[C:19](Cl)([CH3:21])=[O:20]. The catalyst is C1COCC1. The product is [C:19]([NH:1][C:2]1[CH:7]=[CH:6][CH:5]=[CH:4][C:3]=1[S:8]([NH2:11])(=[O:9])=[O:10])(=[O:20])[CH3:21]. The yield is 0.790.